From a dataset of Reaction yield outcomes from USPTO patents with 853,638 reactions. Predict the reaction yield, written as a fraction of the theoretical maximum amount of product (1.0 means a 100% yield; for example, 0.34 means a 34% yield). (1) The reactants are [N:1]1([CH2:7][C:8]2[CH:13]=[CH:12][C:11]([NH:14][C:15](=[S:37])[NH:16][NH:17][C:18](=O)[C:19]3[CH:24]=[C:23]([CH:25]([CH3:27])[CH3:26])[C:22]([O:28][CH2:29][O:30][CH3:31])=[CH:21][C:20]=3[O:32][CH2:33][O:34][CH3:35])=[CH:10][CH:9]=2)[CH2:6][CH2:5][O:4][CH2:3][CH2:2]1. The catalyst is [OH-].[Na+]. The product is [CH:25]([C:23]1[C:22]([O:28][CH2:29][O:30][CH3:31])=[CH:21][C:20]([O:32][CH2:33][O:34][CH3:35])=[C:19]([C:18]2[N:14]([C:11]3[CH:12]=[CH:13][C:8]([CH2:7][N:1]4[CH2:6][CH2:5][O:4][CH2:3][CH2:2]4)=[CH:9][CH:10]=3)[C:15](=[S:37])[NH:16][N:17]=2)[CH:24]=1)([CH3:27])[CH3:26]. The yield is 0.416. (2) The reactants are [CH:1]12[CH2:10][CH:5]3[CH2:6][CH:7]([CH2:9][CH:3]([CH2:4]3)[CH:2]1[C:11]1[CH2:15][CH:14]=[CH:13][CH:12]=1)[CH2:8]2.[C:16]([C:24]1[CH:29]=[CH:28][CH:27]=[CH:26][CH:25]=1)(=O)[C:17]1[CH:22]=[CH:21][CH:20]=[CH:19][CH:18]=1.C[O-].[Na+]. The catalyst is C(O)C. The product is [CH:1]12[CH2:8][CH:7]3[CH2:6][CH:5]([CH2:4][CH:3]([CH2:9]3)[CH:2]1[C:11]1[CH:15]=[CH:14][C:13](=[C:16]([C:17]3[CH:22]=[CH:21][CH:20]=[CH:19][CH:18]=3)[C:24]3[CH:29]=[CH:28][CH:27]=[CH:26][CH:25]=3)[CH:12]=1)[CH2:10]2. The yield is 0.715. (3) The reactants are [CH:1]([C:3]1[N:4]=[C:5]([C:12]([O:14][CH2:15][CH3:16])=[O:13])[N:6]2[CH:11]=[CH:10][CH:9]=[CH:8][C:7]=12)=O.[NH:17]1[CH2:22][CH2:21][O:20][CH2:19][CH2:18]1.[BH-](OC(C)=O)(OC(C)=O)OC(C)=O.[Na+]. The catalyst is ClCCCl.C([O-])(O)=O.[Na+]. The product is [N:17]1([CH2:1][C:3]2[N:4]=[C:5]([C:12]([O:14][CH2:15][CH3:16])=[O:13])[N:6]3[CH:11]=[CH:10][CH:9]=[CH:8][C:7]=23)[CH2:22][CH2:21][O:20][CH2:19][CH2:18]1. The yield is 0.860. (4) The reactants are ClCCl.[CH2:4]([N:11]1[CH2:16][CH2:15][NH:14][CH2:13][CH2:12]1)[C:5]1[CH:10]=[CH:9][CH:8]=[CH:7][CH:6]=1.[CH3:17][S:18](Cl)(=[O:20])=[O:19]. The catalyst is C(=O)([O-])[O-].[Na+].[Na+]. The product is [CH2:4]([N:11]1[CH2:16][CH2:15][N:14]([S:18]([CH3:17])(=[O:20])=[O:19])[CH2:13][CH2:12]1)[C:5]1[CH:6]=[CH:7][CH:8]=[CH:9][CH:10]=1. The yield is 0.660. (5) The reactants are [Cl:1][C:2]1[CH:3]=[C:4]([CH:21]=[CH:22][C:23]=1[NH:24][C:25]([NH:27][CH:28]1[CH2:30][CH2:29]1)=[O:26])[O:5][C:6]1[C:15]2[C:10](=[CH:11][C:12]([O:19][CH3:20])=[C:13]([C:16]([OH:18])=O)[CH:14]=2)[N:9]=[CH:8][CH:7]=1.[CH2:31]([O:33][CH2:34][CH2:35][NH2:36])[CH3:32].C(N(CC)CC)C.F[P-](F)(F)(F)(F)F.N1(O[P+](N(C)C)(N(C)C)N(C)C)C2C=CC=CC=2N=N1. The catalyst is CN(C)C=O.O.C(OCC)(=O)C. The product is [CH2:31]([O:33][CH2:34][CH2:35][NH:36][C:16]([C:13]1[CH:14]=[C:15]2[C:10](=[CH:11][C:12]=1[O:19][CH3:20])[N:9]=[CH:8][CH:7]=[C:6]2[O:5][C:4]1[CH:21]=[CH:22][C:23]([NH:24][C:25]([NH:27][CH:28]2[CH2:29][CH2:30]2)=[O:26])=[C:2]([Cl:1])[CH:3]=1)=[O:18])[CH3:32]. The yield is 0.879. (6) The product is [C:11]1([N:10]2[C:5]3[C:4](=[CH:9][CH:8]=[CH:7][CH:6]=3)[CH:3]=[C:2]2[C:18]2[CH:23]=[CH:22][CH:21]=[CH:20][CH:19]=2)[CH:16]=[CH:15][CH:14]=[CH:13][CH:12]=1. The yield is 0.920. The catalyst is C1(C)C=CC=CC=1.CC([O-])=O.CC([O-])=O.[Pd+2].COC1C=CC=C(OC)C=1C1C=CC=CC=1P(C1CCCCC1)C1CCCCC1. The reactants are Br[C:2](Br)=[CH:3][C:4]1[CH:9]=[CH:8][CH:7]=[CH:6][C:5]=1[NH:10][C:11]1[CH:16]=[CH:15][CH:14]=[CH:13][CH:12]=1.[C:18]1(B(O)O)[CH:23]=[CH:22][CH:21]=[CH:20][CH:19]=1.[O-]P([O-])([O-])=O.[K+].[K+].[K+].O. (7) The reactants are [C:1]([C:3]1[CH:8]=[CH:7][C:6]([NH:9][C:10](=[O:18])[C:11]2[CH:16]=[CH:15][C:14]([CH3:17])=[CH:13][CH:12]=2)=[CH:5][CH:4]=1)#[CH:2].Br[C:20]1[CH:21]=[N:22][CH:23]=[C:24]([CH:37]=1)[C:25]([N:27]=[S@@:28]([CH3:36])(=[O:35])[C:29]1[CH:34]=[CH:33][CH:32]=[CH:31][CH:30]=1)=[O:26]. No catalyst specified. The product is [CH3:17][C:14]1[CH:15]=[CH:16][C:11]([C:10]([NH:9][C:6]2[CH:5]=[CH:4][C:3]([C:1]#[C:2][C:20]3[CH:21]=[N:22][CH:23]=[C:24]([CH:37]=3)[C:25]([N:27]=[S@@:28]([CH3:36])(=[O:35])[C:29]3[CH:34]=[CH:33][CH:32]=[CH:31][CH:30]=3)=[O:26])=[CH:8][CH:7]=2)=[O:18])=[CH:12][CH:13]=1. The yield is 0.810. (8) The reactants are [CH3:1][C:2]1[C:3](=[O:27])[C:4]2[C:9]([C:10](=[O:26])[C:11]=1C(C(=O)[C@H](C)NC(OC(C)(C)C)=O)N)=[CH:8][CH:7]=[CH:6][CH:5]=2.[NH:28]([C:36]([O:38][C:39]([CH3:42])([CH3:41])[CH3:40])=[O:37])[C@@H:29]([C:33]([OH:35])=O)[CH:30]([CH3:32])[CH3:31].CN(C(O[N:51]1N=N[C:53]2C=CC=C[C:52]1=2)=[N+](C)C)C.F[P-](F)(F)(F)(F)F.C1C=CC2N(O)N=NC=2C=1.CCN(C(C)C)C(C)C. The catalyst is C(Cl)Cl. The product is [CH3:1][C:2]1[C:3](=[O:27])[C:4]2[C:9]([C:10](=[O:26])[C:11]=1[CH2:53][CH:52]([C:33](=[O:35])[C@@H:29]([CH:30]([CH3:31])[CH3:32])[NH:28][C:36]([O:38][C:39]([CH3:42])([CH3:41])[CH3:40])=[O:37])[NH2:51])=[CH:8][CH:7]=[CH:6][CH:5]=2. The yield is 0.550.